Dataset: NCI-60 drug combinations with 297,098 pairs across 59 cell lines. Task: Regression. Given two drug SMILES strings and cell line genomic features, predict the synergy score measuring deviation from expected non-interaction effect. (1) Drug 1: CN(C(=O)NC(C=O)C(C(C(CO)O)O)O)N=O. Drug 2: N.N.Cl[Pt+2]Cl. Cell line: KM12. Synergy scores: CSS=15.0, Synergy_ZIP=-9.83, Synergy_Bliss=-2.67, Synergy_Loewe=-3.66, Synergy_HSA=-0.233. (2) Drug 1: CC1=C(C=C(C=C1)NC(=O)C2=CC=C(C=C2)CN3CCN(CC3)C)NC4=NC=CC(=N4)C5=CN=CC=C5. Synergy scores: CSS=14.1, Synergy_ZIP=-6.60, Synergy_Bliss=-5.91, Synergy_Loewe=-20.6, Synergy_HSA=-4.41. Cell line: KM12. Drug 2: CC1=C(N=C(N=C1N)C(CC(=O)N)NCC(C(=O)N)N)C(=O)NC(C(C2=CN=CN2)OC3C(C(C(C(O3)CO)O)O)OC4C(C(C(C(O4)CO)O)OC(=O)N)O)C(=O)NC(C)C(C(C)C(=O)NC(C(C)O)C(=O)NCCC5=NC(=CS5)C6=NC(=CS6)C(=O)NCCC[S+](C)C)O. (3) Drug 1: C1=CC(=C2C(=C1NCCNCCO)C(=O)C3=C(C=CC(=C3C2=O)O)O)NCCNCCO. Drug 2: C1CC(C1)(C(=O)O)C(=O)O.[NH2-].[NH2-].[Pt+2]. Cell line: RPMI-8226. Synergy scores: CSS=56.1, Synergy_ZIP=-3.31, Synergy_Bliss=-5.15, Synergy_Loewe=-3.59, Synergy_HSA=-0.750. (4) Synergy scores: CSS=14.9, Synergy_ZIP=5.01, Synergy_Bliss=5.55, Synergy_Loewe=1.73, Synergy_HSA=4.87. Drug 2: COCCOC1=C(C=C2C(=C1)C(=NC=N2)NC3=CC=CC(=C3)C#C)OCCOC.Cl. Cell line: T-47D. Drug 1: CC12CCC3C(C1CCC2O)C(CC4=C3C=CC(=C4)O)CCCCCCCCCS(=O)CCCC(C(F)(F)F)(F)F. (5) Drug 1: CC1=C(C=C(C=C1)C(=O)NC2=CC(=CC(=C2)C(F)(F)F)N3C=C(N=C3)C)NC4=NC=CC(=N4)C5=CN=CC=C5. Drug 2: CC1CCC2CC(C(=CC=CC=CC(CC(C(=O)C(C(C(=CC(C(=O)CC(OC(=O)C3CCCCN3C(=O)C(=O)C1(O2)O)C(C)CC4CCC(C(C4)OC)OCCO)C)C)O)OC)C)C)C)OC. Cell line: NCI-H322M. Synergy scores: CSS=1.38, Synergy_ZIP=1.60, Synergy_Bliss=2.23, Synergy_Loewe=-1.65, Synergy_HSA=-2.68. (6) Drug 1: CCC1(CC2CC(C3=C(CCN(C2)C1)C4=CC=CC=C4N3)(C5=C(C=C6C(=C5)C78CCN9C7C(C=CC9)(C(C(C8N6C)(C(=O)OC)O)OC(=O)C)CC)OC)C(=O)OC)O. Drug 2: CC1CC(C(C(C=C(C(C(C=CC=C(C(=O)NC2=CC(=O)C(=C(C1)C2=O)OC)C)OC)OC(=O)N)C)C)O)OC. Cell line: HCT116. Synergy scores: CSS=72.4, Synergy_ZIP=-2.04, Synergy_Bliss=-4.68, Synergy_Loewe=-6.13, Synergy_HSA=-1.43. (7) Drug 1: C1=C(C(=O)NC(=O)N1)N(CCCl)CCCl. Drug 2: CC1=C(N=C(N=C1N)C(CC(=O)N)NCC(C(=O)N)N)C(=O)NC(C(C2=CN=CN2)OC3C(C(C(C(O3)CO)O)O)OC4C(C(C(C(O4)CO)O)OC(=O)N)O)C(=O)NC(C)C(C(C)C(=O)NC(C(C)O)C(=O)NCCC5=NC(=CS5)C6=NC(=CS6)C(=O)NCCC[S+](C)C)O. Cell line: HL-60(TB). Synergy scores: CSS=71.1, Synergy_ZIP=9.48, Synergy_Bliss=9.29, Synergy_Loewe=7.80, Synergy_HSA=8.05.